Predict the reactants needed to synthesize the given product. From a dataset of Full USPTO retrosynthesis dataset with 1.9M reactions from patents (1976-2016). (1) Given the product [F:12][C:13]1[CH:14]=[C:15]([CH:16]=[CH:17][C:18]=1[F:19])[O:20][C:9]1[C:8]([F:11])=[CH:7][C:4]([CH:5]=[O:6])=[CH:3][C:2]=1[F:1], predict the reactants needed to synthesize it. The reactants are: [F:1][C:2]1[CH:3]=[C:4]([CH:7]=[C:8]([F:11])[C:9]=1F)[CH:5]=[O:6].[F:12][C:13]1[CH:14]=[C:15]([OH:20])[CH:16]=[CH:17][C:18]=1[F:19]. (2) Given the product [F:24][C:3]([F:2])([F:23])[C:4]1[CH:22]=[CH:21][CH:20]=[CH:19][C:5]=1[CH:6]([O:14][CH:15]1[CH2:18][N:17]([C:34]([NH:33][CH:29]([CH2:31][CH3:32])[CH3:30])=[O:35])[CH2:16]1)[C:7]1[CH:12]=[CH:11][C:10]([F:13])=[CH:9][CH:8]=1, predict the reactants needed to synthesize it. The reactants are: Cl.[F:2][C:3]([F:24])([F:23])[C:4]1[CH:22]=[CH:21][CH:20]=[CH:19][C:5]=1[CH:6]([O:14][CH:15]1[CH2:18][NH:17][CH2:16]1)[C:7]1[CH:12]=[CH:11][C:10]([F:13])=[CH:9][CH:8]=1.C(=O)([O-])[O-].[CH:29]([N:33]=[C:34]=[O:35])([CH2:31][CH3:32])[CH3:30].